This data is from Full USPTO retrosynthesis dataset with 1.9M reactions from patents (1976-2016). The task is: Predict the reactants needed to synthesize the given product. (1) Given the product [OH:14][C:11]1[CH:12]=[CH:13][C:8]([N:5]2[CH:6]=[CH:7][C:2]([C:29]3[CH:30]=[CH:31][C:32]([C:27]([F:39])([F:38])[F:26])=[CH:33][CH:34]=3)=[CH:3][C:4]2=[O:25])=[CH:9][C:10]=1[O:23][CH3:24].[OH:14][C:11]1[CH:12]=[CH:13][C:8]([N:5]2[CH:6]=[CH:7][C:2]([C:32]3[CH:31]=[CH:30][C:29]([O:28][C:27]([F:26])([F:38])[F:39])=[CH:34][CH:33]=3)=[CH:3][C:4]2=[O:25])=[CH:9][C:10]=1[O:23][CH3:24], predict the reactants needed to synthesize it. The reactants are: Cl[C:2]1[CH:7]=[CH:6][N:5]([C:8]2[CH:13]=[CH:12][C:11]([O:14]COCC[Si](C)(C)C)=[C:10]([O:23][CH3:24])[CH:9]=2)[C:4](=[O:25])[CH:3]=1.[F:26][C:27]([F:39])([F:38])[O:28][C:29]1[CH:34]=[CH:33][C:32](B(O)O)=[CH:31][CH:30]=1.[O-]P([O-])([O-])=O.[K+].[K+].[K+]. (2) The reactants are: [CH2:1]([NH:8][CH2:9][CH2:10][C:11]1[CH:16]=[CH:15][C:14]([OH:17])=[CH:13][CH:12]=1)[C:2]1[CH:7]=[CH:6][CH:5]=[CH:4][CH:3]=1.Cl[C:19]1[CH:27]=[CH:26][C:22]([C:23]([NH2:25])=[O:24])=[CH:21]N=1.O.[CH3:29]C(N(C)C)=O. Given the product [CH2:1]([NH:8][CH2:9][CH2:10][C:11]1[CH:12]=[CH:13][C:14]([O:17][C:19]2[CH:27]=[CH:26][C:22]([C:23]([NH2:25])=[O:24])=[CH:21][CH:29]=2)=[CH:15][CH:16]=1)[C:2]1[CH:3]=[CH:4][CH:5]=[CH:6][CH:7]=1, predict the reactants needed to synthesize it. (3) Given the product [OH:1][C:2]1[C:7]([C:8]2[S:9][CH:10]=[CH:11][CH:12]=2)=[N:6][N:5]([CH2:13][CH2:14][CH:15]([CH3:17])[CH3:16])[C:4](=[O:18])[C:3]=1[C:19]1[NH:24][C:23]2[CH:25]=[CH:26][C:27]([N:29]([CH2:38][O:39][CH3:40])[S:30]([CH3:33])(=[O:32])=[O:31])=[CH:28][C:22]=2[S:21](=[O:35])(=[O:34])[N:20]=1, predict the reactants needed to synthesize it. The reactants are: [OH:1][C:2]1[C:7]([C:8]2[S:9][CH:10]=[CH:11][CH:12]=2)=[N:6][N:5]([CH2:13][CH2:14][CH:15]([CH3:17])[CH3:16])[C:4](=[O:18])[C:3]=1[C:19]1[NH:24][C:23]2[CH:25]=[CH:26][C:27]([NH:29][S:30]([CH3:33])(=[O:32])=[O:31])=[CH:28][C:22]=2[S:21](=[O:35])(=[O:34])[N:20]=1.[H-].[Na+].[CH3:38][O:39][CH2:40]Cl. (4) Given the product [C:24]([O:23][C:21]([N:28]1[CH:32]=[C:31]([C:2]2[CH:3]=[C:4]3[C:9](=[CH:10][CH:11]=2)[N:8]=[C:7]([NH:12][CH2:13][C:14]2[CH:19]=[CH:18][CH:17]=[C:16]([Cl:20])[CH:15]=2)[CH:6]=[N:5]3)[CH:30]=[N:29]1)=[O:22])([CH3:27])([CH3:25])[CH3:26], predict the reactants needed to synthesize it. The reactants are: Br[C:2]1[CH:3]=[C:4]2[C:9](=[CH:10][CH:11]=1)[N:8]=[C:7]([NH:12][CH2:13][C:14]1[CH:19]=[CH:18][CH:17]=[C:16]([Cl:20])[CH:15]=1)[CH:6]=[N:5]2.[C:21]([N:28]1[CH:32]=[C:31](B2OC(C)(C)C(C)(C)O2)[CH:30]=[N:29]1)([O:23][C:24]([CH3:27])([CH3:26])[CH3:25])=[O:22].C(=O)([O-])[O-].[Cs+].[Cs+].[I-].[K+]. (5) Given the product [CH3:15][C:16]1[CH:24]=[CH:23][CH:22]=[C:21]2[C:17]=1[CH:18]=[C:19]([C:25]([NH:1][C@@H:2]1[CH2:7][CH2:6][CH2:5][NH:4][CH2:3]1)=[O:26])[NH:20]2, predict the reactants needed to synthesize it. The reactants are: [NH2:1][C@@H:2]1[CH2:7][CH2:6][CH2:5][N:4](C(OC(C)(C)C)=O)[CH2:3]1.[CH3:15][C:16]1[CH:24]=[CH:23][CH:22]=[C:21]2[C:17]=1[CH:18]=[C:19]([C:25](O)=[O:26])[NH:20]2.N. (6) Given the product [CH:5]1([CH:3]([OH:4])[CH2:2][NH:1][C:10](=[O:11])[O:12][C:13]([CH3:16])([CH3:15])[CH3:14])[CH2:9][CH2:8][CH2:7][CH2:6]1, predict the reactants needed to synthesize it. The reactants are: [NH2:1][CH2:2][CH:3]([CH:5]1[CH2:9][CH2:8][CH2:7][CH2:6]1)[OH:4].[C:10](O[C:10]([O:12][C:13]([CH3:16])([CH3:15])[CH3:14])=[O:11])([O:12][C:13]([CH3:16])([CH3:15])[CH3:14])=[O:11]. (7) Given the product [OH:29][C:7]1[CH:27]=[CH:26][C:10]([O:11][C:12]2[CH:13]=[C:14]([C:22]([O:24][CH3:25])=[O:23])[CH:15]=[C:16]([CH:21]=2)[C:17]([O:19][CH3:20])=[O:18])=[CH:9][CH:8]=1, predict the reactants needed to synthesize it. The reactants are: S(=O)(=O)(O)O.N[C:7]1[CH:27]=[CH:26][C:10]([O:11][C:12]2[CH:13]=[C:14]([C:22]([O:24][CH3:25])=[O:23])[CH:15]=[C:16]([CH:21]=2)[C:17]([O:19][CH3:20])=[O:18])=[CH:9][CH:8]=1.N([O-])=[O:29].[Na+]. (8) Given the product [CH2:1]([CH:6]=[O:7])[CH2:2][C:3]([OH:5])=[O:4].[O:7]=[C:6]([CH2:1][CH2:2][C:3]([O-:5])=[O:4])[C:59]([O-:61])=[O:60], predict the reactants needed to synthesize it. The reactants are: [CH2:1]([CH:6]=[O:7])[CH2:2][C:3]([OH:5])=[O:4].CC([C@@H](O)C(NCCC(NCCS)=O)=O)(COP(OP(OC[C@H]1O[C@@H](N2C3N=CN=C(N)C=3N=C2)[C@H](O)[C@@H]1OP(O)(O)=O)(O)=O)(O)=O)C.C(SCCNC(=O)CCNC(=O)[C@H](O)C(C)(C)COP(O)(=O)OP(O)(=O)OC[C@H]1O[C@@H](N2C3N=CN=C(N)C=3N=C2)[C@H](O)[C@@H]1OP(O)(O)=O)(=O)CC[C:59]([OH:61])=[O:60]. (9) The reactants are: C(OC(=O)/[C:7](/[C:26]#[N:27])=[CH:8]\[NH:9][C:10]1[CH:15]=[C:14]([O:16][CH2:17][CH3:18])[C:13]([N+:19]([O-:21])=[O:20])=[CH:12][C:11]=1[C:22]([O:24]C)=O)(C)(C)C.C(#N)C.C1CCN2C(=NCCC2)CC1. Given the product [CH2:17]([O:16][C:14]1[CH:15]=[C:10]2[C:11]([C:22]([OH:24])=[C:7]([C:26]#[N:27])[CH:8]=[N:9]2)=[CH:12][C:13]=1[N+:19]([O-:21])=[O:20])[CH3:18], predict the reactants needed to synthesize it.